Dataset: Full USPTO retrosynthesis dataset with 1.9M reactions from patents (1976-2016). Task: Predict the reactants needed to synthesize the given product. The reactants are: [Cl:1][C:2]1[CH:3]=[C:4]([CH:28]=[CH:29][C:30]=1[F:31])[CH2:5][N:6]1[C:11](=[O:12])[C:10]2[C:13]([O:22][CH3:23])=[C:14]3[C:19](=[O:20])[N:18]([CH3:21])[CH2:17][CH2:16][N:15]3[C:9]=2[C:8]([S:24]([OH:27])(=O)=[O:25])=[N:7]1.[CH3:32][N:33](C=O)[CH3:34].S(Cl)(Cl)=O. Given the product [Cl:1][C:2]1[CH:3]=[C:4]([CH:28]=[CH:29][C:30]=1[F:31])[CH2:5][N:6]1[C:11](=[O:12])[C:10]2[C:13]([O:22][CH3:23])=[C:14]3[C:19](=[O:20])[N:18]([CH3:21])[CH2:17][CH2:16][N:15]3[C:9]=2[C:8]([S:24]([N:33]([CH3:34])[CH3:32])(=[O:25])=[O:27])=[N:7]1, predict the reactants needed to synthesize it.